From a dataset of Reaction yield outcomes from USPTO patents with 853,638 reactions. Predict the reaction yield, written as a fraction of the theoretical maximum amount of product (1.0 means a 100% yield; for example, 0.34 means a 34% yield). (1) The reactants are [CH3:58][O:57][C:55](=[O:56])[NH:54][CH:47]([C:46](N1CCCC1C1NC(C2C=CC(C3C=CC(C4NC(C5CCCN5[C:46](=[O:59])[CH:47]([NH:54][C:55]([O:57][CH3:58])=[O:56])[CH2:48][CH2:49]C(F)(F)F)=NC=4)=CC=3)=CC=2)=CN=1)=[O:59])[CH2:48][CH2:49]C(F)(F)F.[CH3:61][O:62][C:63](=[O:108])[NH:64][CH:65]([C:74]([N:76]1[CH2:80][CH2:79][CH2:78][CH:77]1[C:81]1[NH:82][C:83]([C:86]2[CH:91]=[CH:90][C:89]([C:92]3[CH:97]=[CH:96][C:95]([C:98]4[NH:99][C:100]([CH:103]5[CH2:107][CH2:106][CH2:105][NH:104]5)=[N:101][CH:102]=4)=[CH:94][CH:93]=3)=[CH:88][CH:87]=2)=[CH:84][N:85]=1)=[O:75])[CH2:66][CH2:67][O:68][CH2:69][C:70]([F:73])([F:72])[F:71]. No catalyst specified. The product is [CH3:58][O:57][C:55](=[O:56])[NH:54][CH:47]([C:46]([N:104]1[CH2:105][CH2:106][CH2:107][CH:103]1[C:100]1[NH:99][C:98]([C:95]2[CH:96]=[CH:97][C:92]([C:89]3[CH:90]=[CH:91][C:86]([C:83]4[NH:82][C:81]([CH:77]5[CH2:78][CH2:79][CH2:80][N:76]5[C:74](=[O:75])[CH:65]([NH:64][C:63]([O:62][CH3:61])=[O:108])[CH2:66][CH2:67][O:68][CH2:69][C:70]([F:73])([F:71])[F:72])=[N:85][CH:84]=4)=[CH:87][CH:88]=3)=[CH:93][CH:94]=2)=[CH:102][N:101]=1)=[O:59])[CH2:48][CH2:49][O:68][CH2:69][C:70]([F:73])([F:72])[F:71]. The yield is 0.270. (2) The reactants are Br[C:2]1[C:7]([CH3:8])=[CH:6][CH:5]=[CH:4][C:3]=1[CH3:9].[CH3:10][C:11]1[CH:16]=[CH:15][CH:14]=[CH:13][C:12]=1B(O)O.[O-]P([O-])([O-])=O.[K+].[K+].[K+]. The catalyst is C1(C)C=CC=CC=1. The product is [CH3:9][C:3]1[CH:4]=[CH:5][CH:6]=[C:7]([CH3:8])[C:2]=1[C:12]1[CH:13]=[CH:14][CH:15]=[CH:16][C:11]=1[CH3:10]. The yield is 0.870.